Dataset: Reaction yield outcomes from USPTO patents with 853,638 reactions. Task: Predict the reaction yield, written as a fraction of the theoretical maximum amount of product (1.0 means a 100% yield; for example, 0.34 means a 34% yield). (1) The reactants are FC(F)(F)C(O)=O.C(OC([N:15]1[C:20]2[CH:21]=[C:22]([Cl:28])[C:23]([O:25][CH2:26][CH3:27])=[CH:24][C:19]=2[O:18][CH:17]([C:29]([N:31]2[CH2:36][CH2:35][C:34]([C:45]#[N:46])([CH2:37][C:38]3[CH:43]=[CH:42][C:41]([F:44])=[CH:40][CH:39]=3)[CH2:33][CH2:32]2)=[O:30])[CH2:16]1)=O)(C)(C)C. The catalyst is C(Cl)Cl. The product is [Cl:28][C:22]1[C:23]([O:25][CH2:26][CH3:27])=[CH:24][C:19]2[O:18][CH:17]([C:29]([N:31]3[CH2:32][CH2:33][C:34]([CH2:37][C:38]4[CH:39]=[CH:40][C:41]([F:44])=[CH:42][CH:43]=4)([C:45]#[N:46])[CH2:35][CH2:36]3)=[O:30])[CH2:16][NH:15][C:20]=2[CH:21]=1. The yield is 0.758. (2) The reactants are [Br:1][C:2]1[CH:3]=[C:4]([CH:9]=[C:10](I)[CH:11]=1)[C:5]([O:7][CH3:8])=[O:6].[CH3:13][N:14](C)C=O. The catalyst is C(OCC)(=O)C.[C-]#N.[Zn+2].[C-]#N.C1C=CC([P]([Pd]([P](C2C=CC=CC=2)(C2C=CC=CC=2)C2C=CC=CC=2)([P](C2C=CC=CC=2)(C2C=CC=CC=2)C2C=CC=CC=2)[P](C2C=CC=CC=2)(C2C=CC=CC=2)C2C=CC=CC=2)(C2C=CC=CC=2)C2C=CC=CC=2)=CC=1. The product is [Br:1][C:2]1[CH:3]=[C:4]([CH:9]=[C:10]([C:13]#[N:14])[CH:11]=1)[C:5]([O:7][CH3:8])=[O:6]. The yield is 0.610. (3) The reactants are [CH3:1][O:2][C:3]1[C:28]([O:29][CH3:30])=[CH:27][CH:26]=[CH:25][C:4]=1[CH2:5][N:6]([CH2:18][CH2:19][CH2:20][CH2:21][CH2:22][CH2:23][CH3:24])[C:7](=[O:17])[CH2:8][CH2:9][C:10]1[CH:15]=[CH:14][C:13]([OH:16])=[CH:12][CH:11]=1.Br[CH2:32][C:33]1[CH:42]=[CH:41][CH:40]=[CH:39][C:34]=1[C:35]([O:37][CH3:38])=[O:36].C(=O)([O-])[O-].[K+].[K+].C(O)C(N)(CO)CO. The catalyst is C(#N)C. The product is [CH3:1][O:2][C:3]1[C:28]([O:29][CH3:30])=[CH:27][CH:26]=[CH:25][C:4]=1[CH2:5][N:6]([CH2:18][CH2:19][CH2:20][CH2:21][CH2:22][CH2:23][CH3:24])[C:7](=[O:17])[CH2:8][CH2:9][C:10]1[CH:15]=[CH:14][C:13]([O:16][CH2:32][C:33]2[CH:42]=[CH:41][CH:40]=[CH:39][C:34]=2[C:35]([O:37][CH3:38])=[O:36])=[CH:12][CH:11]=1. The yield is 0.146.